This data is from Peptide-MHC class II binding affinity with 134,281 pairs from IEDB. The task is: Regression. Given a peptide amino acid sequence and an MHC pseudo amino acid sequence, predict their binding affinity value. This is MHC class II binding data. (1) The peptide sequence is AAPGAAVASAAAPAS. The MHC is DRB1_0101 with pseudo-sequence DRB1_0101. The binding affinity (normalized) is 0.485. (2) The MHC is HLA-DPA10301-DPB10402 with pseudo-sequence HLA-DPA10301-DPB10402. The binding affinity (normalized) is 0.915. The peptide sequence is ENVLISPVSILSTLS. (3) The peptide sequence is PVTEEPGMAKIPAGE. The MHC is HLA-DQA10201-DQB10202 with pseudo-sequence HLA-DQA10201-DQB10202. The binding affinity (normalized) is 0.337. (4) The peptide sequence is RVIRGKKGAGGITIK. The MHC is DRB1_0802 with pseudo-sequence DRB1_0802. The binding affinity (normalized) is 0.255. (5) The peptide sequence is LGGLWTAVSPHLSPL. The MHC is DRB1_0404 with pseudo-sequence DRB1_0404. The binding affinity (normalized) is 0.667. (6) The peptide sequence is RTLNKIVYIKPAKNI. The MHC is DRB4_0101 with pseudo-sequence DRB4_0103. The binding affinity (normalized) is 0.858. (7) The peptide sequence is ANATAGTTVYGAFAA. The MHC is HLA-DQA10401-DQB10402 with pseudo-sequence HLA-DQA10401-DQB10402. The binding affinity (normalized) is 0.391.